This data is from Catalyst prediction with 721,799 reactions and 888 catalyst types from USPTO. The task is: Predict which catalyst facilitates the given reaction. (1) The catalyst class is: 15. Product: [Br:11][C:7]1[CH:8]=[CH:9][C:4]([N+:1]([O-:3])=[O:2])=[CH:5][C:6]=1[OH:10]. Reactant: [N+:1]([C:4]1[CH:5]=[C:6]([OH:10])[CH:7]=[CH:8][CH:9]=1)([O-:3])=[O:2].[Br:11]Br. (2) Reactant: CN(C)C(N(C)C)=N.[CH3:9][O:10][C:11](=[O:40])[CH:12](P(OC)(OC)=O)[NH:13][C:14](=[O:33])[C:15]1[CH:20]=[CH:19][C:18]([CH:21]([OH:31])/[CH:22]=[CH:23]/[C:24]2[CH:29]=[CH:28][CH:27]=[C:26]([OH:30])[CH:25]=2)=[CH:17][C:16]=1[Cl:32].[CH3:41][C:42]1[S:43][C:44]([CH:48]=O)=[C:45]([CH3:47])[N:46]=1. Product: [CH3:9][O:10][C:11](=[O:40])/[C:12](/[NH:13][C:14](=[O:33])[C:15]1[CH:20]=[CH:19][C:18]([CH:21]([OH:31])/[CH:22]=[CH:23]/[C:24]2[CH:29]=[CH:28][CH:27]=[C:26]([OH:30])[CH:25]=2)=[CH:17][C:16]=1[Cl:32])=[CH:48]/[C:44]1[S:43][C:42]([CH3:41])=[N:46][C:45]=1[CH3:47]. The catalyst class is: 7. (3) Reactant: [CH2:1]([CH:8]1[CH2:13][CH2:12][C:11]([C:15]2[CH:20]=[CH:19][CH:18]=[C:17]([F:21])[CH:16]=2)(O)[CH2:10][CH2:9]1)[CH2:2][CH2:3][CH2:4][CH2:5][CH2:6][CH3:7].C1(C)C=CC(S(O)(=O)=O)=CC=1.O. Product: [CH2:1]([C:8]1[CH2:13][CH2:12][CH:11]([C:15]2[CH:20]=[CH:19][CH:18]=[C:17]([F:21])[CH:16]=2)[CH2:10][CH:9]=1)[CH2:2][CH2:3][CH2:4][CH2:5][CH2:6][CH3:7]. The catalyst class is: 11.